From a dataset of Catalyst prediction with 721,799 reactions and 888 catalyst types from USPTO. Predict which catalyst facilitates the given reaction. (1) Reactant: Cl.[CH2:2]([O:9][NH2:10])[C:3]1[CH:8]=[CH:7][CH:6]=[CH:5][CH:4]=1.C(N(CC)CC)C.O=C1CCC(=O)N1[O:25][C:26](=O)[CH2:27][CH:28]([C:34](=[O:56])[NH:35][CH:36]([C:40]([N:42]1[CH2:46][CH2:45][CH2:44][CH:43]1[CH2:47][O:48][CH2:49][C:50]1[CH:55]=[CH:54][CH:53]=[CH:52][CH:51]=1)=[O:41])[CH:37]([CH3:39])[CH3:38])[CH2:29][CH2:30][CH2:31][CH2:32][CH3:33]. Product: [CH2:2]([O:9][NH:10][C:26](=[O:25])[CH2:27][CH:28]([CH2:29][CH2:30][CH2:31][CH2:32][CH3:33])[C:34]([NH:35][CH:36]([C:40]([N:42]1[CH2:46][CH2:45][CH2:44][CH:43]1[CH2:47][O:48][CH2:49][C:50]1[CH:55]=[CH:54][CH:53]=[CH:52][CH:51]=1)=[O:41])[CH:37]([CH3:39])[CH3:38])=[O:56])[C:3]1[CH:8]=[CH:7][CH:6]=[CH:5][CH:4]=1. The catalyst class is: 9. (2) Reactant: [Br:1][C:2]1[CH:10]=[C:9]2[C:5]([CH:6]=[N:7][NH:8]2)=[CH:4][CH:3]=1.[OH-].[K+].[CH3:13]I. Product: [Br:1][C:2]1[CH:10]=[C:9]2[C:5]([CH:6]=[N:7][N:8]2[CH3:13])=[CH:4][CH:3]=1. The catalyst class is: 459. (3) Reactant: [CH3:1][CH2:2][C@@:3]1([OH:27])[C:8](=[O:9])[O:7][CH2:6][C:5]2[C:10]([N:12]3[C:24](=[CH:25][C:4]1=2)[C:23]1[N:22]=[C:21]2[C:16]([CH:17]=[C:18]([OH:26])[CH:19]=[CH:20]2)=[CH:15][C:14]=1[CH2:13]3)=[O:11].[CH3:28][NH:29][CH3:30].C=O.[CH3:33]C(C)=O. Product: [CH3:1][CH2:2][C@@:3]1([OH:27])[C:8](=[O:9])[O:7][CH2:6][C:5]2[C:10]([N:12]3[C:24](=[CH:25][C:4]1=2)[C:23]1[N:22]=[C:21]2[C:16](=[CH:15][C:14]=1[CH2:13]3)[C:17]([CH2:28][N:29]([CH3:33])[CH3:30])=[C:18]([OH:26])[CH:19]=[CH:20]2)=[O:11].[CH3:3][C:8]([OH:9])=[O:7]. The catalyst class is: 15. (4) Reactant: Cl.[NH:2]([C:4]([NH2:6])=[O:5])[NH2:3].C([O-])(=O)C.[Na+].[F:12][C:13]1[CH:18]=[CH:17][C:16]([F:19])=[CH:15][C:14]=1[C@H:20]1[CH2:24][CH2:23][CH2:22][N:21]1[C:25]1[CH:30]=[CH:29][N:28]2[N:31]=[CH:32][C:33]([CH:34]=O)=[C:27]2[N:26]=1.C([O-])([O-])=O.[K+].[K+].II. Product: [F:12][C:13]1[CH:18]=[CH:17][C:16]([F:19])=[CH:15][C:14]=1[C@H:20]1[CH2:24][CH2:23][CH2:22][N:21]1[C:25]1[CH:30]=[CH:29][N:28]2[N:31]=[CH:32][C:33]([C:34]3[O:5][C:4]([NH2:6])=[N:2][N:3]=3)=[C:27]2[N:26]=1. The catalyst class is: 72. (5) Reactant: [OH-].[Na+].Cl.[C:4](=[NH:20])([NH:9][C:10]1[CH:14]=[CH:13][NH:12][C:11]=1[C:15](OCC)=[O:16])[CH2:5][CH2:6][CH2:7][CH3:8].C(O)(=O)CC(CC(O)=O)(C(O)=O)O. Product: [CH2:5]([C:4]1[NH:20][C:15](=[O:16])[C:11]2[NH:12][CH:13]=[CH:14][C:10]=2[N:9]=1)[CH2:6][CH2:7][CH3:8]. The catalyst class is: 97. (6) Reactant: [C:1]([C:4]1[N:9]=[N:8][C:7]([NH:10][C@@H:11]2[CH2:16][CH2:15][CH2:14][CH2:13][C@@H:12]2[NH:17]C(=O)OC(C)(C)C)=[CH:6][C:5]=1[NH:25][C:26]1[CH:31]=[C:30]([CH3:32])[CH:29]=[C:28]([CH3:33])[N:27]=1)(=[O:3])[NH2:2].[F:34][C:35]([F:40])([F:39])[C:36]([OH:38])=[O:37]. Product: [F:34][C:35]([F:40])([F:39])[C:36]([OH:38])=[O:37].[NH2:17][C@H:12]1[CH2:13][CH2:14][CH2:15][CH2:16][C@H:11]1[NH:10][C:7]1[N:8]=[N:9][C:4]([C:1]([NH2:2])=[O:3])=[C:5]([NH:25][C:26]2[CH:31]=[C:30]([CH3:32])[CH:29]=[C:28]([CH3:33])[N:27]=2)[CH:6]=1. The catalyst class is: 4. (7) Reactant: [OH-].[Na+].O.[CH:4]1([C:10]2[C:15]([C:16]([O:18]C)=[O:17])=[CH:14][N:13]=[C:12]([N:20]3[CH2:25][CH2:24][O:23][CH2:22][CH2:21]3)[N:11]=2)[CH2:9][CH2:8][CH2:7][CH2:6][CH2:5]1.Cl. Product: [CH:4]1([C:10]2[C:15]([C:16]([OH:18])=[O:17])=[CH:14][N:13]=[C:12]([N:20]3[CH2:25][CH2:24][O:23][CH2:22][CH2:21]3)[N:11]=2)[CH2:5][CH2:6][CH2:7][CH2:8][CH2:9]1. The catalyst class is: 5. (8) Reactant: [Br:1][C:2]1[CH:3]=[N:4][C:5]([NH:8][CH2:9][CH:10]2[C:15]([CH3:17])([CH3:16])[CH2:14][CH2:13][CH2:12][NH:11]2)=[N:6][CH:7]=1.C(N(CC)CC)C.Cl.[CH3:26][C:27]1[C:36]([CH3:37])=[CH:35][C:34]2[C:29](=[C:30]([C:38](Cl)=[O:39])[CH:31]=[CH:32][CH:33]=2)[N:28]=1. Product: [Br:1][C:2]1[CH:3]=[N:4][C:5]([NH:8][CH2:9][C@@H:10]2[C:15]([CH3:17])([CH3:16])[CH2:14][CH2:13][CH2:12][N:11]2[C:38]([C:30]2[CH:31]=[CH:32][CH:33]=[C:34]3[C:29]=2[N:28]=[C:27]([CH3:26])[C:36]([CH3:37])=[CH:35]3)=[O:39])=[N:6][CH:7]=1. The catalyst class is: 4.